From a dataset of Reaction yield outcomes from USPTO patents with 853,638 reactions. Predict the reaction yield, written as a fraction of the theoretical maximum amount of product (1.0 means a 100% yield; for example, 0.34 means a 34% yield). (1) The reactants are C([O:4][C@H:5]1[C:9]2[N:10]=[CH:11][N:12]=[C:13]([N:14]3[CH2:19][CH2:18][N:17]([C:20]([O:22][C:23]([CH3:26])([CH3:25])[CH3:24])=[O:21])[CH2:16][CH2:15]3)[C:8]=2[C@H:7]([CH3:27])[CH2:6]1)(=O)C.[Li+].[OH-]. The catalyst is C1COCC1. The product is [OH:4][C@H:5]1[C:9]2[N:10]=[CH:11][N:12]=[C:13]([N:14]3[CH2:19][CH2:18][N:17]([C:20]([O:22][C:23]([CH3:26])([CH3:25])[CH3:24])=[O:21])[CH2:16][CH2:15]3)[C:8]=2[C@H:7]([CH3:27])[CH2:6]1. The yield is 0.700. (2) The reactants are [C:1]([O-:4])([O-])=O.[Cs+].[Cs+].[I:7][C:8]1[CH:13]=[CH:12][C:11]([C:14]2[C:18]3[CH2:19][N:20]([C:23](=[O:25])[CH3:24])[CH2:21][CH2:22][C:17]=3[NH:16][N:15]=2)=[CH:10][CH:9]=1.[CH2:26]([CH:28]1[O:30][CH2:29]1)Cl.[CH3:31][N:32]([CH:34]=O)[CH3:33]. No catalyst specified. The product is [OH:30][CH:28]([CH2:29][N:20]1[CH2:21][CH2:33][N:32]([C:34]2[CH:10]=[CH:9][CH:8]=[CH:13][C:1]=2[OH:4])[CH2:31][CH2:19]1)[CH2:26][N:16]1[C:17]2[CH2:22][CH2:21][N:20]([C:23](=[O:25])[CH3:24])[CH2:19][C:18]=2[C:14]([C:11]2[CH:10]=[CH:9][C:8]([I:7])=[CH:13][CH:12]=2)=[N:15]1. The yield is 0.580. (3) The reactants are [CH3:1][O:2][C:3]([C:5]1[C:6]([SH:19])=[N:7][C:8]2[CH2:9][CH2:10][CH:11]([C:15]([CH3:18])([CH3:17])[CH3:16])[CH2:12][C:13]=2[CH:14]=1)=[O:4].[CH2:20](Br)[C:21]1[CH:26]=[CH:25][CH:24]=[CH:23][CH:22]=1.C([O-])([O-])=O.[K+].[K+]. The catalyst is CN(C=O)C. The product is [CH3:1][O:2][C:3]([C:5]1[C:6]([S:19][CH2:20][C:21]2[CH:26]=[CH:25][CH:24]=[CH:23][CH:22]=2)=[N:7][C:8]2[CH2:9][CH2:10][CH:11]([C:15]([CH3:16])([CH3:18])[CH3:17])[CH2:12][C:13]=2[CH:14]=1)=[O:4]. The yield is 0.710. (4) The reactants are [F:1][C:2]1[C:11]2[N:10]=[N:9][C:8]3[C:12](=[O:24])[N:13]([C:15]4[CH:23]=[CH:22][C:18]([C:19](Cl)=[O:20])=[CH:17][CH:16]=4)[NH:14][C:7]=3[C:6]=2[CH:5]=[CH:4][CH:3]=1.C(N(C(C)C)CC)(C)C.[NH2:34][CH2:35][CH2:36][CH2:37][CH2:38][N:39]1[CH2:43][CH2:42][CH2:41][CH2:40]1.O. The catalyst is CC(N(C)C)=O.C(O)CCC. The product is [F:1][C:2]1[C:11]2[N:10]=[N:9][C:8]3[C:12](=[O:24])[N:13]([C:15]4[CH:23]=[CH:22][C:18]([C:19]([NH:34][CH2:35][CH2:36][CH2:37][CH2:38][N:39]5[CH2:43][CH2:42][CH2:41][CH2:40]5)=[O:20])=[CH:17][CH:16]=4)[NH:14][C:7]=3[C:6]=2[CH:5]=[CH:4][CH:3]=1. The yield is 0.370. (5) The reactants are [Cl:1][C:2]1[C:18]([C:19]([F:22])([F:21])[F:20])=[CH:17][CH:16]=[CH:15][C:3]=1[CH2:4][N:5]1[C@@H:10]([CH2:11][CH3:12])[CH2:9][NH:8][C:7](=S)[C:6]1=[O:14].[N:23]1[CH:28]=[CH:27][N:26]=[CH:25][C:24]=1[C:29]([NH:31][NH2:32])=O. The catalyst is C(O)CCC. The product is [Cl:1][C:2]1[C:18]([C:19]([F:22])([F:21])[F:20])=[CH:17][CH:16]=[CH:15][C:3]=1[CH2:4][N:5]1[C@@H:10]([CH2:11][CH3:12])[CH2:9][N:8]2[C:29]([C:24]3[CH:25]=[N:26][CH:27]=[CH:28][N:23]=3)=[N:31][N:32]=[C:7]2[C:6]1=[O:14]. The yield is 0.750. (6) The reactants are FC(F)(F)C(O)=O.[CH:8]([N:11]1[C:15]([C:16]2[N:25]=[C:24]3[N:18]([CH2:19][CH2:20][O:21][C:22]4[CH:29]=[C:28]([CH:30]5[CH2:35][CH2:34][NH:33][CH2:32][CH2:31]5)[CH:27]=[CH:26][C:23]=43)[CH:17]=2)=[N:14][CH:13]=[N:12]1)([CH3:10])[CH3:9].[OH:36][C:37]([CH3:42])([CH3:41])[C:38](O)=[O:39].CCN=C=NCCCN(C)C.C1C=CC2N(O)N=NC=2C=1.CCN(C(C)C)C(C)C.C(=O)(O)[O-].[Na+]. No catalyst specified. The product is [OH:36][C:37]([CH3:42])([CH3:41])[C:38]([N:33]1[CH2:34][CH2:35][CH:30]([C:28]2[CH:27]=[CH:26][C:23]3[C:24]4[N:18]([CH:17]=[C:16]([C:15]5[N:11]([CH:8]([CH3:10])[CH3:9])[N:12]=[CH:13][N:14]=5)[N:25]=4)[CH2:19][CH2:20][O:21][C:22]=3[CH:29]=2)[CH2:31][CH2:32]1)=[O:39]. The yield is 0.430. (7) The reactants are [C:1]([O:5][C:6]([N:8]1[CH2:13][CH2:12][C:11]([NH:17][C:18]([O:20][C:21]([CH3:24])([CH3:23])[CH3:22])=[O:19])([C:14](O)=[O:15])[CH2:10][CH2:9]1)=[O:7])([CH3:4])([CH3:3])[CH3:2].CN(C(ON1N=NC2C=CC=NC1=2)=[N+](C)C)C.F[P-](F)(F)(F)(F)F.C(N(C(C)C)C(C)C)C.[Cl:58][C:59]1[CH:66]=[CH:65][C:62]([CH2:63][NH2:64])=[CH:61][CH:60]=1. The catalyst is O.ClCCl.CN(C=O)C. The product is [C:1]([O:5][C:6]([N:8]1[CH2:9][CH2:10][C:11]([NH:17][C:18]([O:20][C:21]([CH3:22])([CH3:24])[CH3:23])=[O:19])([C:14](=[O:15])[NH:64][CH2:63][C:62]2[CH:65]=[CH:66][C:59]([Cl:58])=[CH:60][CH:61]=2)[CH2:12][CH2:13]1)=[O:7])([CH3:4])([CH3:3])[CH3:2]. The yield is 0.860. (8) The reactants are I[C:2]1[CH:7]=[C:6]([CH3:8])[C:5]([C:9](=[O:11])[CH3:10])=[C:4]([CH3:12])[CH:3]=1.[C:13]1([SH:19])[CH:18]=[CH:17][CH:16]=[CH:15][CH:14]=1.[OH-].[K+]. The catalyst is CN(C=O)C.O.[Cu-]=O. The product is [CH3:8][C:6]1[CH:7]=[C:2]([S:19][C:13]2[CH:18]=[CH:17][CH:16]=[CH:15][CH:14]=2)[CH:3]=[C:4]([CH3:12])[C:5]=1[C:9](=[O:11])[CH3:10]. The yield is 0.660. (9) The reactants are [F:1][C:2]([F:17])([F:16])[C:3]1[CH:8]=[CH:7][C:6]([C:9]2[N:10]=[CH:11][C:12]([NH2:15])=[N:13][CH:14]=2)=[CH:5][CH:4]=1.CN(C1C=CC=CN=1)C.[C:27](O[C:27]([O:29][C:30]([CH3:33])([CH3:32])[CH3:31])=[O:28])([O:29][C:30]([CH3:33])([CH3:32])[CH3:31])=[O:28]. The catalyst is C(#N)C.C(O)(=O)CC(CC(O)=O)(C(O)=O)O.O. The product is [F:17][C:2]([F:1])([F:16])[C:3]1[CH:4]=[CH:5][C:6]([C:9]2[N:10]=[CH:11][C:12]([NH:15][C:27](=[O:28])[O:29][C:30]([CH3:33])([CH3:32])[CH3:31])=[N:13][CH:14]=2)=[CH:7][CH:8]=1. The yield is 0.503.